This data is from Forward reaction prediction with 1.9M reactions from USPTO patents (1976-2016). The task is: Predict the product of the given reaction. (1) Given the reactants [OH:1][C:2]([CH:15]1[CH2:19][CH2:18][N:17](C(OC(C)(C)C)=O)[CH2:16]1)([C:9]1[CH:14]=[CH:13][CH:12]=[CH:11][CH:10]=1)[CH2:3][CH2:4][CH2:5][CH2:6][O:7][CH3:8].Cl.C([O-])([O-])=O.[K+].[K+].C(=O)=O, predict the reaction product. The product is: [CH3:8][O:7][CH2:6][CH2:5][CH2:4][CH2:3][C:2]([C:9]1[CH:14]=[CH:13][CH:12]=[CH:11][CH:10]=1)([CH:15]1[CH2:19][CH2:18][NH:17][CH2:16]1)[OH:1]. (2) Given the reactants [Cl-].[Li+].O.[CH:4]([O-:6])=[O:5].[Li+].[Cl:8][C:9]1[CH:14]=[N:13][C:12]2[N:15]([S:19]([C:22]3[CH:28]=[CH:27][C:25]([CH3:26])=[CH:24][CH:23]=3)(=[O:21])=[O:20])[CH:16]=[C:17](I)[C:11]=2[C:10]=1[CH:29]=[O:30].C(OC(=O)C)(=O)C.CCN(C(C)C)C(C)C, predict the reaction product. The product is: [Cl:8][C:9]1[C:10]([CH:29]=[O:30])=[C:11]2[C:17]([C:4]([OH:6])=[O:5])=[CH:16][N:15]([S:19]([C:22]3[CH:28]=[CH:27][C:25]([CH3:26])=[CH:24][CH:23]=3)(=[O:21])=[O:20])[C:12]2=[N:13][CH:14]=1. (3) Given the reactants C[O:2][C:3](=O)[CH2:4][C:5]([NH:7][C:8]1[CH:13]=[CH:12][C:11]([CH:14]=[CH:15][C:16]2[CH:21]=[CH:20][CH:19]=[C:18]([F:22])[CH:17]=2)=[CH:10][CH:9]=1)=[O:6].[NH3:24], predict the reaction product. The product is: [F:22][C:18]1[CH:17]=[C:16]([CH:15]=[CH:14][C:11]2[CH:12]=[CH:13][C:8]([NH:7][C:5](=[O:6])[CH2:4][C:3]([NH2:24])=[O:2])=[CH:9][CH:10]=2)[CH:21]=[CH:20][CH:19]=1. (4) Given the reactants C(O[CH:10]1[O:32][C@H:31]([CH2:33][O:34][C:35](=[O:42])[C:36]2[CH:41]=[CH:40][CH:39]=[CH:38][CH:37]=2)[C@@H:21]([O:22][C:23](=[O:30])[C:24]2[CH:29]=[CH:28][CH:27]=[CH:26][CH:25]=2)[C@@:11]1([CH3:43])[O:12][C:13](=[O:20])[C:14]1[CH:19]=[CH:18][CH:17]=[CH:16][CH:15]=1)(=O)C1C=CC=CC=1.[NH2:44][C:45]1[N:53]=[C:52]2[C:48]([NH:49][CH:50]=[N:51]2)=[C:47]([Cl:54])[N:46]=1.N12CCCC=C1CCCCN2.FC(F)(F)S(OC[Si](C)(C)C)(=O)=O, predict the reaction product. The product is: [NH2:44][C:45]1[N:53]=[C:52]2[C:48]([N:49]=[CH:50][N:51]2[C@@H:10]2[O:32][C@H:31]([CH2:33][O:34][C:35](=[O:42])[C:36]3[CH:41]=[CH:40][CH:39]=[CH:38][CH:37]=3)[C@@H:21]([O:22][C:23](=[O:30])[C:24]3[CH:29]=[CH:28][CH:27]=[CH:26][CH:25]=3)[C@@:11]2([CH3:43])[O:12][C:13](=[O:20])[C:14]2[CH:15]=[CH:16][CH:17]=[CH:18][CH:19]=2)=[C:47]([Cl:54])[N:46]=1.